From a dataset of Full USPTO retrosynthesis dataset with 1.9M reactions from patents (1976-2016). Predict the reactants needed to synthesize the given product. (1) Given the product [CH:1]([C@H:4]1[NH:9][C@@H:8]([C:10]2[CH:15]=[CH:14][CH:13]=[CH:12][CH:11]=2)[C@@H:7]([NH:16][CH2:29][C:28]2[CH:27]=[C:26]3[C:21]([CH2:22][CH2:23][C:24](=[O:32])[N:25]3[CH3:31])=[N:20][C:19]=2[O:18][CH3:17])[CH2:6][CH2:5]1)([CH3:3])[CH3:2], predict the reactants needed to synthesize it. The reactants are: [CH:1]([CH:4]1[NH:9][CH:8]([C:10]2[CH:15]=[CH:14][CH:13]=[CH:12][CH:11]=2)[CH:7]([NH2:16])[CH2:6][CH2:5]1)([CH3:3])[CH3:2].[CH3:17][O:18][C:19]1[C:28]([CH:29]=O)=[CH:27][C:26]2[N:25]([CH3:31])[C:24](=[O:32])[CH2:23][CH2:22][C:21]=2[N:20]=1.O=O. (2) Given the product [CH2:12]([O:11][C:9]1[CH:8]=[CH:7][C:3]([C:4]([O:34][CH2:33][C:27]2[CH:26]=[CH:4][CH:3]=[CH:2][CH:10]=2)=[O:6])=[C:2]([F:1])[CH:10]=1)[C:13]1[CH:18]=[CH:17][CH:16]=[CH:15][CH:14]=1, predict the reactants needed to synthesize it. The reactants are: [F:1][C:2]1[CH:10]=[C:9]([OH:11])[CH:8]=[CH:7][C:3]=1[C:4]([OH:6])=O.[CH2:12](Br)[C:13]1[CH:18]=[CH:17][CH:16]=[CH:15][CH:14]=1.C(=O)([O-])[O-].[K+].[K+].[C:26]([O-])(=O)[CH3:27].CN([CH:33]=[O:34])C. (3) Given the product [CH2:12]([N:14]1[C:7]([CH3:16])=[C:6]([OH:11])[C:4]([C:2](=[O:3])[CH3:1])=[N:15]1)[CH3:13], predict the reactants needed to synthesize it. The reactants are: [CH3:1][C:2]([CH:4]=O)=[O:3].[C:6]([OH:11])(=O)[C:7](O)=O.[CH2:12]([NH:14][NH2:15])[CH3:13].[C:16](O)(=O)C.